Predict the product of the given reaction. From a dataset of Forward reaction prediction with 1.9M reactions from USPTO patents (1976-2016). Given the reactants [NH2:1][C:2]1[C:14]([F:15])=[C:13]2[C:5]([C:6]3[C:11]([CH2:16][CH2:17][CH2:18][CH3:19])([CH2:12]2)[CH2:10][CH2:9][C:8](=[O:20])[C:7]=3[Br:21])=[CH:4][C:3]=1[F:22].[C:23](Cl)([CH3:25])=[O:24].N1C=CC=CC=1.[OH-].[Na+], predict the reaction product. The product is: [C:23]([NH:1][C:2]1[C:14]([F:15])=[C:13]2[C:5]([C:6]3[C:11]([CH2:16][CH2:17][CH2:18][CH3:19])([CH2:12]2)[CH2:10][CH2:9][C:8](=[O:20])[C:7]=3[Br:21])=[CH:4][C:3]=1[F:22])(=[O:24])[CH3:25].